This data is from Full USPTO retrosynthesis dataset with 1.9M reactions from patents (1976-2016). The task is: Predict the reactants needed to synthesize the given product. (1) The reactants are: [CH3:1][S:2][C:3]1[CH:8]=[CH:7][N:6]=[C:5]([C:9]2[S:10][C:11]3[CH:19]=[CH:18][CH:17]=[CH:16][C:12]=3[C:13](=[O:15])[N:14]=2)[CH:4]=1.ClC1C=CC=C(C(OO)=[O:28])C=1. Given the product [CH3:1][S:2]([C:3]1[CH:8]=[CH:7][N:6]=[C:5]([C:9]2[S:10][C:11]3[CH:19]=[CH:18][CH:17]=[CH:16][C:12]=3[C:13](=[O:15])[N:14]=2)[CH:4]=1)=[O:28], predict the reactants needed to synthesize it. (2) Given the product [CH3:16][O:12][C:11](=[O:13])[C:4]1[CH:3]=[C:2]([I:1])[CH:10]=[C:6]([C:7]([OH:9])=[O:8])[CH:5]=1, predict the reactants needed to synthesize it. The reactants are: [I:1][C:2]1[CH:3]=[C:4]([C:11]([OH:13])=[O:12])[CH:5]=[C:6]([CH:10]=1)[C:7]([OH:9])=[O:8].[OH-].[Na+].[CH3:16]C(C)=O.O.